From a dataset of Forward reaction prediction with 1.9M reactions from USPTO patents (1976-2016). Predict the product of the given reaction. (1) Given the reactants [CH2:1]([O:3][C:4]1[CH:9]=[CH:8][C:7]([C:10](=[O:17])[CH2:11][CH2:12][C:13]([O:15][CH3:16])=[O:14])=[CH:6][CH:5]=1)[CH3:2].[CH:18](OC)(OC)[O:19]C.O.[C:26]1(C)C=CC(S(O)(=O)=O)=CC=1.C(=O)([O-])O.[Na+], predict the reaction product. The product is: [CH2:1]([O:3][C:4]1[CH:5]=[CH:6][C:7]([C:10]([O:19][CH3:18])([O:17][CH3:26])[CH2:11][CH2:12][C:13]([O:15][CH3:16])=[O:14])=[CH:8][CH:9]=1)[CH3:2]. (2) Given the reactants Cl[C:2]1[N:10]=[C:9]2[C:5]([N:6]=[C:7]([CH2:12][CH2:13][N:14]3[CH2:17][C:16]([CH:19]([CH3:21])[CH3:20])([OH:18])[CH2:15]3)[N:8]2[CH3:11])=[C:4]([N:22]2[CH2:27][CH2:26][O:25][CH2:24][CH2:23]2)[N:3]=1.[CH2:28]([C:30]1[NH:31][C:32]2[CH:38]=[CH:37][CH:36]=[CH:35][C:33]=2[N:34]=1)[CH3:29].CC(C1C=C(C(C)C)C(C2C=CC=CC=2P(C2CCCCC2)C2CCCCC2)=C(C(C)C)C=1)C.C([O-])([O-])=O.[Cs+].[Cs+], predict the reaction product. The product is: [CH2:28]([C:30]1[N:31]([C:2]2[N:10]=[C:9]3[C:5]([N:6]=[C:7]([CH2:12][CH2:13][N:14]4[CH2:17][C:16]([CH:19]([CH3:21])[CH3:20])([OH:18])[CH2:15]4)[N:8]3[CH3:11])=[C:4]([N:22]3[CH2:27][CH2:26][O:25][CH2:24][CH2:23]3)[N:3]=2)[C:32]2[CH:38]=[CH:37][CH:36]=[CH:35][C:33]=2[N:34]=1)[CH3:29]. (3) Given the reactants [CH:1]1([CH2:6][CH:7]([N:11]2[C:16](=[O:17])[CH:15]=[C:14]([O:18][C:19]3[CH:24]=[CH:23][CH:22]=[C:21]([Cl:25])[C:20]=3[Cl:26])[CH:13]=[N:12]2)[C:8](O)=[O:9])[CH2:5][CH2:4][CH2:3][CH2:2]1.[CH3:27][C:28]1([CH3:40])[O:32][C@H:31]([CH2:33][N:34]2[CH:38]=[CH:37][C:36]([NH2:39])=[N:35]2)[CH2:30][O:29]1, predict the reaction product. The product is: [CH:1]1([CH2:6][CH:7]([N:11]2[C:16](=[O:17])[CH:15]=[C:14]([O:18][C:19]3[CH:24]=[CH:23][CH:22]=[C:21]([Cl:25])[C:20]=3[Cl:26])[CH:13]=[N:12]2)[C:8]([NH:39][C:36]2[CH:37]=[CH:38][N:34]([CH2:33][C@@H:31]3[CH2:30][O:29][C:28]([CH3:40])([CH3:27])[O:32]3)[N:35]=2)=[O:9])[CH2:2][CH2:3][CH2:4][CH2:5]1. (4) Given the reactants [PH2:1](=[O:3])[OH:2].[CH2:4]=[CH:5][C:6]1[CH:11]=[CH:10][CH:9]=[CH:8][CH:7]=1, predict the reaction product. The product is: [C:6]1([CH2:5][CH2:4][P:1]([OH:2])[OH:3])[CH:11]=[CH:10][CH:9]=[CH:8][CH:7]=1. (5) Given the reactants [C:1]([OH:7])(=[O:6])[CH2:2][CH2:3][CH:4]=[CH2:5].C(Cl)CCl.O[C@H:13]([C:30]1[CH:35]=[CH:34][CH:33]=[CH:32][CH:31]=1)[CH2:14][NH:15][C:16]([C@@H:18]([CH2:27][CH:28]=[CH2:29])[CH2:19][C:20]([O:22][C:23]([CH3:26])([CH3:25])[CH3:24])=[O:21])=[O:17].CCN(C(C)C)C(C)C, predict the reaction product. The product is: [C:1]([O:7][C@H:13]([C:30]1[CH:31]=[CH:32][CH:33]=[CH:34][CH:35]=1)[CH2:14][NH:15][C:16]([C@@H:18]([CH2:27][CH:28]=[CH2:29])[CH2:19][C:20]([O:22][C:23]([CH3:26])([CH3:25])[CH3:24])=[O:21])=[O:17])(=[O:6])[CH2:2][CH2:3][CH:4]=[CH2:5]. (6) Given the reactants [CH3:1][N:2]1[CH2:7][CH2:6][O:5][C@@H:4]([CH2:8][OH:9])[CH2:3]1.[H-].[Na+].[N+](C1C=CC([O:21][C:22]([N:24]2[CH2:29][CH2:28][N:27]([C:30]3[CH:35]=[CH:34][C:33]([F:36])=[CH:32][C:31]=3[F:37])[CH2:26][CH2:25]2)=O)=CC=1)([O-])=O, predict the reaction product. The product is: [F:37][C:31]1[CH:32]=[C:33]([F:36])[CH:34]=[CH:35][C:30]=1[N:27]1[CH2:28][CH2:29][N:24]([C:22]([O:9][CH2:8][C@@H:4]2[O:5][CH2:6][CH2:7][N:2]([CH3:1])[CH2:3]2)=[O:21])[CH2:25][CH2:26]1. (7) Given the reactants [CH3:1][N:2]([CH2:7][C:8]1[O:9][C:10]2[CH:17]=[CH:16][CH:15]=[CH:14][C:11]=2[C:12]=1[CH3:13])[C:3](=[O:6])[CH:4]=[CH2:5].C(N(C(C)C)CC)(C)C.Br[C:28]1[CH:37]=[N:36][C:35]2[NH:34][CH2:33][C:32](C)(C)[O:31][C:30]=2[CH:29]=1.CC1C=CC=CC=1P(C1C=CC=CC=1C)C1C=CC=CC=1C, predict the reaction product. The product is: [O:31]1[CH2:32][CH2:33][NH:34][C:35]2[N:36]=[CH:37][C:28](/[CH:5]=[CH:4]/[C:3]([N:2]([CH3:1])[CH2:7][C:8]3[O:9][C:10]4[CH:17]=[CH:16][CH:15]=[CH:14][C:11]=4[C:12]=3[CH3:13])=[O:6])=[CH:29][C:30]1=2. (8) Given the reactants [CH3:1][O:2][C:3]1[CH:10]=[CH:9][C:6]([CH:7]=O)=[C:5]([C:11]([N:13]2[CH2:18][CH2:17][N:16]([CH3:19])[CH2:15][CH2:14]2)=[O:12])[CH:4]=1.[NH2:20][C:21]1[CH:29]=[C:28]([O:30][CH3:31])[CH:27]=[C:26]([O:32][CH3:33])[C:22]=1[C:23]([NH2:25])=[O:24].OS([O-])=O.[Na+].O.C1(C)C=CC(S(O)(=O)=O)=CC=1, predict the reaction product. The product is: [CH3:33][O:32][C:26]1[CH:27]=[C:28]([O:30][CH3:31])[CH:29]=[C:21]2[C:22]=1[C:23](=[O:24])[NH:25][C:7]([C:6]1[CH:9]=[CH:10][C:3]([O:2][CH3:1])=[CH:4][C:5]=1[C:11]([N:13]1[CH2:18][CH2:17][N:16]([CH3:19])[CH2:15][CH2:14]1)=[O:12])=[N:20]2.